From a dataset of Full USPTO retrosynthesis dataset with 1.9M reactions from patents (1976-2016). Predict the reactants needed to synthesize the given product. (1) Given the product [C:1]1([C:35]2[CH:36]=[CH:37][CH:38]=[CH:39][CH:40]=2)[CH:6]=[CH:5][CH:4]=[CH:3][C:2]=1[CH2:7][CH2:8][NH:9][C:10]([C:12]1[CH:13]=[CH:14][C:15]([O:16][C:17]2[CH:26]=[C:25]3[C:20]([CH:21]([C:27]([OH:29])=[O:28])[CH2:22][CH2:23][O:24]3)=[CH:19][C:18]=2[Cl:32])=[CH:33][CH:34]=1)=[O:11], predict the reactants needed to synthesize it. The reactants are: [C:1]1([C:35]2[CH:40]=[CH:39][CH:38]=[CH:37][CH:36]=2)[CH:6]=[CH:5][CH:4]=[CH:3][C:2]=1[CH2:7][CH2:8][NH:9][C:10]([C:12]1[CH:34]=[CH:33][C:15]([O:16][C:17]2[CH:26]=[C:25]3[C:20]([CH:21]([C:27]([O:29]CC)=[O:28])[CH2:22][CH2:23][O:24]3)=[CH:19][C:18]=2[Cl:32])=[CH:14][CH:13]=1)=[O:11].[OH-].[Na+].C(O)C. (2) Given the product [C:16]([C:5]1[N:6]([CH2:8][O:9][CH2:10][CH2:11][Si:12]([CH3:14])([CH3:13])[CH3:15])[CH:7]=[C:3]([CH2:2][O:1][C:25]([N:19]2[CH2:24][CH2:23][CH2:22][CH2:21][CH2:20]2)=[O:26])[N:4]=1)(=[O:18])[CH3:17], predict the reactants needed to synthesize it. The reactants are: [OH:1][CH2:2][C:3]1[N:4]=[C:5]([C:16](=[O:18])[CH3:17])[N:6]([CH2:8][O:9][CH2:10][CH2:11][Si:12]([CH3:15])([CH3:14])[CH3:13])[CH:7]=1.[N:19]1([C:25](Cl)=[O:26])[CH2:24][CH2:23][CH2:22][CH2:21][CH2:20]1. (3) The reactants are: C(OC([N:8]1[CH2:20][C@@H:19]([CH3:21])[N:18]2[C@H:10]([CH2:11][C:12]3[C:17]2=[N:16][C:15]([CH:22](C(C)(C)C(C)C)O[SiH](C)C)=[C:14]([CH:33]=[O:34])[CH:13]=3)[CH2:9]1)=O)(C)(C)C.[F-].[NH4+]. Given the product [NH3:8].[CH3:21][C@@H:19]1[CH2:20][NH:8][CH2:9][C@@H:10]2[N:18]1[C:17]1[N:16]=[C:15]3[CH2:22][O:34][CH2:33][C:14]3=[CH:13][C:12]=1[CH2:11]2, predict the reactants needed to synthesize it.